From a dataset of Forward reaction prediction with 1.9M reactions from USPTO patents (1976-2016). Predict the product of the given reaction. (1) Given the reactants Cl.[NH:2]([C:6]1[CH:14]=[CH:13][C:9]([C:10](Cl)=[O:11])=[CH:8][CH:7]=1)[C:3]([NH2:5])=[NH:4].[C:15]([O:19][C:20](=[O:47])[CH2:21][C:22]1([C:40]([O:42][C:43]([CH3:46])([CH3:45])[CH3:44])=[O:41])[O:26][N:25]=[C:24]([C:27]2[CH:32]=[C:31]([OH:33])[CH:30]=[CH:29][C:28]=2[CH:34]2[CH2:39][CH2:38][CH2:37][CH2:36][CH2:35]2)[CH2:23]1)([CH3:18])([CH3:17])[CH3:16].N1C=CC=CC=1.C(=O)(O)[O-].[Na+], predict the reaction product. The product is: [C:15]([O:19][C:20](=[O:47])[CH2:21][C:22]1([C:40]([O:42][C:43]([CH3:46])([CH3:45])[CH3:44])=[O:41])[O:26][N:25]=[C:24]([C:27]2[CH:32]=[C:31]([O:33][C:10](=[O:11])[C:9]3[CH:8]=[CH:7][C:6]([NH:2][C:3]([NH2:5])=[NH:4])=[CH:14][CH:13]=3)[CH:30]=[CH:29][C:28]=2[CH:34]2[CH2:35][CH2:36][CH2:37][CH2:38][CH2:39]2)[CH2:23]1)([CH3:17])([CH3:18])[CH3:16]. (2) Given the reactants [C@H:1]1([NH:11][C:12]([C@@H:14]2[CH2:23][C:22]3[C:17](=[CH:18][CH:19]=[CH:20][CH:21]=3)[CH2:16][N:15]2C(OC(C)(C)C)=O)=[O:13])[C:10]2[C:5](=[CH:6][CH:7]=[CH:8][CH:9]=2)[CH2:4][CH2:3][CH2:2]1.Cl, predict the reaction product. The product is: [C@H:1]1([NH:11][C:12]([C@@H:14]2[CH2:23][C:22]3[C:17](=[CH:18][CH:19]=[CH:20][CH:21]=3)[CH2:16][NH:15]2)=[O:13])[C:10]2[C:5](=[CH:6][CH:7]=[CH:8][CH:9]=2)[CH2:4][CH2:3][CH2:2]1. (3) The product is: [CH3:1][O:2][CH2:3][CH2:4][N:5]1[C:10](=[O:11])[C:9]2[C:12]([C:33]3[CH:38]=[CH:37][CH:36]=[CH:35][CH:34]=3)=[C:13]([C:15]3[CH:20]=[CH:19][C:18]([C:21]4([NH:25][C:26](=[O:32])[O:27][C:28]([CH3:31])([CH3:30])[CH3:29])[CH2:24][CH2:23][CH2:22]4)=[CH:17][CH:16]=3)[O:14][C:8]=2[N:7]=[C:6]1[NH:44][CH3:43]. Given the reactants [CH3:1][O:2][CH2:3][CH2:4][N:5]1[C:10](=[O:11])[C:9]2[C:12]([C:33]3[CH:38]=[CH:37][CH:36]=[CH:35][CH:34]=3)=[C:13]([C:15]3[CH:20]=[CH:19][C:18]([C:21]4([NH:25][C:26](=[O:32])[O:27][C:28]([CH3:31])([CH3:30])[CH3:29])[CH2:24][CH2:23][CH2:22]4)=[CH:17][CH:16]=3)[O:14][C:8]=2[N:7]=[C:6]1S(C)(=O)=O.[CH3:43][NH2:44], predict the reaction product. (4) The product is: [CH3:1][O:2][C:3]([C:5]1[C:10]([Cl:11])=[N:9][C:8]([N:19]2[CH2:24][CH2:23][O:22][CH2:21][CH2:20]2)=[CH:7][N:6]=1)=[O:4]. Given the reactants [CH3:1][O:2][C:3]([C:5]1[C:10]([Cl:11])=[N:9][C:8](Cl)=[CH:7][N:6]=1)=[O:4].C(=O)([O-])[O-].[K+].[K+].[NH:19]1[CH2:24][CH2:23][O:22][CH2:21][CH2:20]1, predict the reaction product.